This data is from Reaction yield outcomes from USPTO patents with 853,638 reactions. The task is: Predict the reaction yield, written as a fraction of the theoretical maximum amount of product (1.0 means a 100% yield; for example, 0.34 means a 34% yield). (1) The reactants are [C:1]([O:4][C:5]1[CH:13]=[CH:12][C:11]([C:14](=[O:22])[CH2:15][CH2:16][CH2:17][CH2:18][CH2:19][CH2:20][CH3:21])=[CH:10][C:6]=1[C:7](O)=[O:8])(=[O:3])[CH3:2].S(Cl)([Cl:25])=O. The catalyst is ClCCl.N1C=CC=CC=1. The product is [C:1]([O:4][C:5]1[CH:13]=[CH:12][C:11]([C:14](=[O:22])[CH2:15][CH2:16][CH2:17][CH2:18][CH2:19][CH2:20][CH3:21])=[CH:10][C:6]=1[C:7]([Cl:25])=[O:8])(=[O:3])[CH3:2]. The yield is 0.960. (2) The reactants are [CH3:1][C:2]([CH3:8])([CH3:7])[CH2:3][C:4](Cl)=[O:5].[Br:9][C:10]1[CH:16]=[C:15]([C:17]([F:20])([F:19])[F:18])[C:13]([NH2:14])=[C:12]([Cl:21])[CH:11]=1.O. The catalyst is C(#N)C. The product is [Br:9][C:10]1[CH:16]=[C:15]([C:17]([F:20])([F:19])[F:18])[C:13]([NH:14][C:4](=[O:5])[CH2:3][C:2]([CH3:8])([CH3:7])[CH3:1])=[C:12]([Cl:21])[CH:11]=1. The yield is 0.650. (3) The reactants are [CH2:1]([O:3][C:4]1[CH:9]=[CH:8][CH:7]=[CH:6][C:5]=1[N:10]1[CH2:16][CH2:15][CH2:14][N:13]([CH2:17][CH2:18][CH2:19][CH2:20][O:21][C:22]2C=[C:30]3[C:25]([CH2:26][CH2:27][C:28](=[O:32])[NH:29]3)=[CH:24][CH:23]=2)[CH2:12][CH2:11]1)[CH3:2].[Na+].[I-].Cl.C(OC1C=CC=CC=1[N:45]1CCCNCC1)C.C([O-])([O-])=O.[K+].[K+]. The catalyst is CC#N.O. The product is [CH2:1]([O:3][C:4]1[CH:9]=[CH:8][CH:7]=[CH:6][C:5]=1[N:10]1[CH2:16][CH2:15][CH2:14][N:13]([CH2:17][CH2:18][CH2:19][CH2:20][O:21][C:22]2[N:45]=[C:30]3[C:25]([CH2:26][CH2:27][C:28](=[O:32])[NH:29]3)=[CH:24][CH:23]=2)[CH2:12][CH2:11]1)[CH3:2]. The yield is 0.240.